From a dataset of Catalyst prediction with 721,799 reactions and 888 catalyst types from USPTO. Predict which catalyst facilitates the given reaction. (1) Reactant: [H-].[Na+].[CH:3]1([C:9]2[C:10]3[CH:11]=[CH:12][C:13]([C:29]([O:31][CH3:32])=[O:30])=[CH:14][C:15]=3[N:16]3[C:23]=2[C:22]2[CH:24]=[CH:25][CH:26]=[CH:27][C:21]=2[NH:20][C:19](=[O:28])[CH2:18][CH2:17]3)[CH2:8][CH2:7][CH2:6][CH2:5][CH2:4]1.Cl.Cl[CH2:35][CH2:36][N:37]([CH3:39])[CH3:38].ClCCN(C)C.N1C2C(=CC=CC=2)C=C1. Product: [CH:3]1([C:9]2[C:10]3[CH:11]=[CH:12][C:13]([C:29]([O:31][CH3:32])=[O:30])=[CH:14][C:15]=3[N:16]3[C:23]=2[C:22]2[CH:24]=[CH:25][CH:26]=[CH:27][C:21]=2[N:20]([CH2:35][CH2:36][N:37]([CH3:39])[CH3:38])[C:19](=[O:28])[CH2:18][CH2:17]3)[CH2:4][CH2:5][CH2:6][CH2:7][CH2:8]1. The catalyst class is: 3. (2) Reactant: Cl[C:2]1[C:11]([CH:12]=[O:13])=[CH:10][C:9]2[C:4](=[CH:5][CH:6]=[CH:7][CH:8]=2)[N:3]=1.[CH:14]1([CH2:17][NH:18][CH2:19][CH2:20][CH3:21])[CH2:16][CH2:15]1.C(=O)([O-])[O-].[K+].[K+].C(OCC)(=O)C. Product: [CH:14]1([CH2:17][N:18]([CH2:19][CH2:20][CH3:21])[C:2]2[C:11]([CH2:12][OH:13])=[CH:10][C:9]3[C:4](=[CH:5][CH:6]=[CH:7][CH:8]=3)[N:3]=2)[CH2:16][CH2:15]1. The catalyst class is: 93. (3) Reactant: [C:1]([C:5]1[NH:6][C:7]2[C:12]([CH:13]=1)=[CH:11][CH:10]=[C:9]([N+:14]([O-])=O)[CH:8]=2)([CH3:4])([CH3:3])[CH3:2].[H][H]. Product: [C:1]([C:5]1[NH:6][C:7]2[C:12]([CH:13]=1)=[CH:11][CH:10]=[C:9]([NH2:14])[CH:8]=2)([CH3:4])([CH3:2])[CH3:3]. The catalyst class is: 94. (4) Reactant: [C:1]([O:5][C:6]([N:8]1[CH:13]([CH2:14][CH3:15])[CH2:12][CH:11]([N:16]([C:32]2[N:37]=[CH:36][C:35]([O:38]CC3C=CC=CC=3)=[CH:34][N:33]=2)[CH2:17][C:18]2[CH:23]=[C:22]([C:24]([F:27])([F:26])[F:25])[CH:21]=[C:20]([C:28]([F:31])([F:30])[F:29])[CH:19]=2)[CH2:10][CH:9]1[CH2:46][C:47]1[CH:52]=[CH:51][CH:50]=[CH:49][CH:48]=1)=[O:7])([CH3:4])([CH3:3])[CH3:2]. Product: [C:1]([O:5][C:6]([N:8]1[CH:13]([CH2:14][CH3:15])[CH2:12][CH:11]([N:16]([CH2:17][C:18]2[CH:23]=[C:22]([C:24]([F:25])([F:26])[F:27])[CH:21]=[C:20]([C:28]([F:29])([F:30])[F:31])[CH:19]=2)[C:32]2[N:33]=[CH:34][C:35]([OH:38])=[CH:36][N:37]=2)[CH2:10][CH:9]1[CH2:46][C:47]1[CH:48]=[CH:49][CH:50]=[CH:51][CH:52]=1)=[O:7])([CH3:2])([CH3:3])[CH3:4]. The catalyst class is: 43. (5) The catalyst class is: 4. Product: [C:25]([N:17]1[CH2:18][CH2:19][C:14]([C:11](=[O:13])[NH2:12])([C:20]([O:22][CH2:23][CH3:24])=[O:21])[CH2:15][CH2:16]1)(=[O:27])[CH3:26]. Reactant: CCN(C(C)C)C(C)C.Cl.[C:11]([C:14]1([C:20]([O:22][CH2:23][CH3:24])=[O:21])[CH2:19][CH2:18][NH:17][CH2:16][CH2:15]1)(=[O:13])[NH2:12].[C:25](OC(=O)C)(=[O:27])[CH3:26].